Task: Predict the reactants needed to synthesize the given product.. Dataset: Retrosynthesis with 50K atom-mapped reactions and 10 reaction types from USPTO (1) Given the product CCCCCCNC(=O)Nc1ccc(S(=O)(=O)Nc2ccc(N3CCC4(CC3)OCCO4)cc2)cc1, predict the reactants needed to synthesize it. The reactants are: CCCCCCNC(=O)Nc1ccc(S(=O)(=O)Cl)cc1.Nc1ccc(N2CCC3(CC2)OCCO3)cc1. (2) The reactants are: N#Cc1cccc(N)c1.O=C(O)c1ccc(-c2ccccc2)o1. Given the product N#Cc1cccc(NC(=O)c2ccc(-c3ccccc3)o2)c1, predict the reactants needed to synthesize it. (3) Given the product NCCc1ccc(CN2CCCC2)cc1, predict the reactants needed to synthesize it. The reactants are: N#CCc1ccc(CN2CCCC2)cc1. (4) Given the product N#Cc1cnc(-c2nn(Cc3ccccc3F)c3ccccc23)nc1Nc1ccncc1, predict the reactants needed to synthesize it. The reactants are: N#Cc1cnc(-c2nn(Cc3ccccc3F)c3ccccc23)nc1Cl.Nc1ccncc1.